This data is from Reaction yield outcomes from USPTO patents with 853,638 reactions. The task is: Predict the reaction yield, written as a fraction of the theoretical maximum amount of product (1.0 means a 100% yield; for example, 0.34 means a 34% yield). (1) No catalyst specified. The reactants are [F:1][C:2]([F:23])([F:22])[C:3]1[C:4]2[N:5]([CH:19]=[CH:20][N:21]=2)[N:6]=[C:7]([C:9]2[CH:14]=[CH:13][C:12]([C:15]([F:18])([F:17])[F:16])=[CH:11][CH:10]=2)[CH:8]=1.[I:24]Cl. The product is [I:24][C:19]1[N:5]2[N:6]=[C:7]([C:9]3[CH:14]=[CH:13][C:12]([C:15]([F:16])([F:17])[F:18])=[CH:11][CH:10]=3)[CH:8]=[C:3]([C:2]([F:1])([F:22])[F:23])[C:4]2=[N:21][CH:20]=1. The yield is 0.980. (2) The reactants are C(N([CH2:6][CH3:7])CC)C.[NH2:8][C:9]1[C:10]([F:20])=[C:11]([C:16]([F:19])=[CH:17][CH:18]=1)[C:12]([O:14][CH3:15])=[O:13].[S:21](Cl)(Cl)(=[O:23])=[O:22].[CH3:26][NH:27]CC. The catalyst is C(Cl)Cl. The product is [CH2:6]([N:8]([C:9]1[C:10]([F:20])=[C:11]([C:16]([F:19])=[CH:17][CH:18]=1)[C:12]([O:14][CH3:15])=[O:13])[S:21](=[O:23])(=[O:22])[NH:27][CH3:26])[CH3:7]. The yield is 0.490. (3) The reactants are CN(C(ON1N=NC2C=CC=CC1=2)=[N+](C)C)C.F[P-](F)(F)(F)(F)F.[CH:25]1[CH:30]=[CH:29][C:28]2[NH:31][CH:32]=[C:33]([CH2:34][CH2:35][CH2:36][C:37]([OH:39])=[O:38])[C:27]=2[CH:26]=1.[CH:40]1[C:45]([N:46]=[C:47]=[S:48])=[CH:44][C:43]2[C:49]([O:51][C:52]3([C:62]4[CH:63]=[CH:64][C:65]([OH:67])=[CH:66][C:61]=4[O:60][C:54]4[CH:55]=[C:56]([OH:59])[CH:57]=[CH:58][C:53]3=4)[C:42]=2[CH:41]=1)=[O:50].N[C@H](C(O)=O)CCCCN. The catalyst is CN(C=O)C. The product is [CH:25]1[CH:30]=[CH:29][C:28]2[NH:31][CH:32]=[C:33]([CH2:34][CH2:35][CH2:36][C:37]([OH:39])=[O:38])[C:27]=2[CH:26]=1.[CH:40]1[C:45]([N:46]=[C:47]=[S:48])=[CH:44][C:43]2[C:49]([O:51][C:52]3([C:53]4[CH:58]=[CH:57][C:56]([OH:59])=[CH:55][C:54]=4[O:60][C:61]4[CH:66]=[C:65]([OH:67])[CH:64]=[CH:63][C:62]3=4)[C:42]=2[CH:41]=1)=[O:50]. The yield is 0.750. (4) The reactants are C(OC([N:8]1[CH2:12][C@H:11]([O:13][CH3:14])[CH2:10][C@@H:9]1[C:15](=[O:27])[NH:16][C:17]1[CH:22]=[CH:21][C:20]([C:23]([O:25][CH3:26])=[O:24])=[CH:19][CH:18]=1)=O)(C)(C)C.C(O)(C(F)(F)F)=O. The catalyst is C(Cl)Cl. The product is [CH3:26][O:25][C:23](=[O:24])[C:20]1[CH:19]=[CH:18][C:17]([NH:16][C:15]([C@H:9]2[CH2:10][C@@H:11]([O:13][CH3:14])[CH2:12][NH:8]2)=[O:27])=[CH:22][CH:21]=1. The yield is 1.00. (5) The reactants are [N+:1]([C:4]1[CH:12]=[CH:11][CH:10]=[C:9]2[C:5]=1[CH:6]=[N:7][NH:8]2)([O-])=O. The catalyst is [Pd].CCO. The product is [NH2:1][C:4]1[CH:12]=[CH:11][CH:10]=[C:9]2[C:5]=1[CH:6]=[N:7][NH:8]2. The yield is 0.700. (6) The reactants are [Cl:1][C:2]1[CH:28]=[CH:27][C:5]([C:6]([NH:8][NH:9][C:10](=O)[C@H:11]([NH:15][C:16]2[CH:21]=[CH:20][C:19]([C:22]#[N:23])=[C:18]([Cl:24])[C:17]=2[CH3:25])[C@@H:12]([OH:14])[CH3:13])=[O:7])=[CH:4][CH:3]=1.C1(C)C=CC(S(O)(=O)=O)=CC=1.CCN(P1(N(C)CCCN1C)=NC(C)(C)C)CC. The catalyst is C1COCC1. The product is [Cl:24][C:18]1[C:17]([CH3:25])=[C:16]([NH:15][C@@H:11]([C:10]2[O:7][C:6]([C:5]3[CH:4]=[CH:3][C:2]([Cl:1])=[CH:28][CH:27]=3)=[N:8][N:9]=2)[C@@H:12]([OH:14])[CH3:13])[CH:21]=[CH:20][C:19]=1[C:22]#[N:23]. The yield is 0.180. (7) The reactants are C([N:8](CC1C=CC=CC=1)[C@@H:9]([C@H:15]([OH:20])[C:16]([CH3:19])([CH3:18])[CH3:17])[C:10]([O:12][CH2:13][CH3:14])=[O:11])C1C=CC=CC=1. The catalyst is CCO.[Pd]. The product is [NH2:8][C@@H:9]([C@H:15]([OH:20])[C:16]([CH3:19])([CH3:18])[CH3:17])[C:10]([O:12][CH2:13][CH3:14])=[O:11]. The yield is 0.700.